Dataset: Catalyst prediction with 721,799 reactions and 888 catalyst types from USPTO. Task: Predict which catalyst facilitates the given reaction. (1) Reactant: [OH-].[Na+].[CH:3]1([NH:6][C:7]([CH:9]2[O:14][CH2:13][CH2:12][N:11](C(OCC3C4C=CC=CC=4C4C3=CC=CC=4)=O)[CH2:10]2)=[O:8])[CH2:5][CH2:4]1. Product: [CH:3]1([NH:6][C:7]([CH:9]2[O:14][CH2:13][CH2:12][NH:11][CH2:10]2)=[O:8])[CH2:5][CH2:4]1. The catalyst class is: 5. (2) Reactant: C([O:3][C:4]([C@H:6]1[CH2:11][CH2:10][C@H:9]([N:12]2[C:16]([CH3:17])=[C:15]([CH3:18])[C:14]([CH3:19])=[N:13]2)[CH2:8][CH2:7]1)=[O:5])C.[OH-].[Na+].Cl. Product: [CH3:19][C:14]1[C:15]([CH3:18])=[C:16]([CH3:17])[N:12]([C@H:9]2[CH2:10][CH2:11][C@H:6]([C:4]([OH:5])=[O:3])[CH2:7][CH2:8]2)[N:13]=1. The catalyst class is: 12. (3) Reactant: [NH2:1][C@@H:2]([C:5]1[CH:10]=[CH:9][CH:8]=[CH:7][CH:6]=1)[CH2:3][OH:4].[C:11]1(=O)[C:19]2[C:14](=[CH:15][CH:16]=[CH:17][CH:18]=2)[C:13](=[O:20])[O:12]1. Product: [OH:4][CH2:3][C@@H:2]([N:1]1[C:11](=[O:12])[C:19]2[C:14](=[CH:15][CH:16]=[CH:17][CH:18]=2)[C:13]1=[O:20])[C:5]1[CH:10]=[CH:9][CH:8]=[CH:7][CH:6]=1. The catalyst class is: 2. (4) Reactant: CS([O:5][C@H:6]([C:20]1[CH:25]=[CH:24][CH:23]=[CH:22][N:21]=1)[C@H:7]1[O:12][CH2:11][CH2:10][N:9]([C:13]([O:15][C:16]([CH3:19])([CH3:18])[CH3:17])=[O:14])[CH2:8]1)(=O)=O.[Cl:26][C:27]1[CH:32]=[CH:31][C:30](O)=[C:29]([O:34][CH3:35])[CH:28]=1.C([O-])([O-])=O.[K+].[K+].C(O)(C)(C)C. Product: [Cl:26][C:27]1[CH:32]=[CH:31][C:30]([O:5][C@@H:6]([C:20]2[CH:25]=[CH:24][CH:23]=[CH:22][N:21]=2)[C@H:7]2[O:12][CH2:11][CH2:10][N:9]([C:13]([O:15][C:16]([CH3:19])([CH3:18])[CH3:17])=[O:14])[CH2:8]2)=[C:29]([O:34][CH3:35])[CH:28]=1. The catalyst class is: 11.